From a dataset of NCI-60 drug combinations with 297,098 pairs across 59 cell lines. Regression. Given two drug SMILES strings and cell line genomic features, predict the synergy score measuring deviation from expected non-interaction effect. (1) Drug 1: CC1OCC2C(O1)C(C(C(O2)OC3C4COC(=O)C4C(C5=CC6=C(C=C35)OCO6)C7=CC(=C(C(=C7)OC)O)OC)O)O. Drug 2: C(CC(=O)O)C(=O)CN.Cl. Cell line: MALME-3M. Synergy scores: CSS=9.43, Synergy_ZIP=-7.84, Synergy_Bliss=-3.39, Synergy_Loewe=-9.62, Synergy_HSA=-0.944. (2) Synergy scores: CSS=0.456, Synergy_ZIP=0.510, Synergy_Bliss=-0.343, Synergy_Loewe=-0.785, Synergy_HSA=-1.67. Drug 2: C1C(C(OC1N2C=NC3=C2NC=NCC3O)CO)O. Cell line: IGROV1. Drug 1: C1CNP(=O)(OC1)N(CCCl)CCCl.